Task: Predict the reaction yield, written as a fraction of the theoretical maximum amount of product (1.0 means a 100% yield; for example, 0.34 means a 34% yield).. Dataset: Reaction yield outcomes from USPTO patents with 853,638 reactions (1) The reactants are Cl.[NH2:2][CH2:3][C:4](=O)[CH2:5][CH2:6][C:7]([OH:9])=[O:8].[C:11]1(=O)[CH2:16][CH2:15][CH2:14][C:13](=[O:17])[CH2:12]1.C([O-])(=O)C.[Na+]. The catalyst is O. The product is [O:17]=[C:13]1[CH2:14][CH2:15][CH2:16][C:11]2[NH:2][CH:3]=[C:4]([CH2:5][CH2:6][C:7]([OH:9])=[O:8])[C:12]1=2. The yield is 0.820. (2) The reactants are O[CH:2]([C:15]1[C:23]2[C:22](=[O:24])[CH2:21][C:20]([CH3:26])([CH3:25])[CH2:19][C:18]=2[NH:17][C:16]=1[CH3:27])[C:3]1[CH:8]=[CH:7][CH:6]=[CH:5][C:4]=1[S:9]([N:12]([CH3:14])[CH3:13])(=[O:11])=[O:10].FC(F)(F)S(O[Si](C)(C)C)(=O)=O.C([SiH](CC)CC)C. The catalyst is ClCCl. The product is [CH3:14][N:12]([CH3:13])[S:9]([C:4]1[CH:5]=[CH:6][CH:7]=[CH:8][C:3]=1[CH2:2][C:15]1[C:23]2[C:22](=[O:24])[CH2:21][C:20]([CH3:25])([CH3:26])[CH2:19][C:18]=2[NH:17][C:16]=1[CH3:27])(=[O:11])=[O:10]. The yield is 0.610. (3) The reactants are [CH3:1][S:2]([NH:5][CH2:6][C:7]1[C:15]2[S:14](=[O:17])(=[O:16])[N:13]=[C:12]([CH2:18][C:19]([OH:21])=O)[NH:11][C:10]=2[S:9][CH:8]=1)(=[O:4])=[O:3].F[P-](F)(F)(F)(F)F.N1([O:38][C:39](N(C)C)=[N+](C)C)C2N=CC=CC=2N=N1.CN1CCOCC1.C(OC(=O)[CH2:57][CH:58]([NH:62][CH2:63][C:64]1[CH:69]=[CH:68][C:67]([F:70])=[CH:66][CH:65]=1)[CH2:59][CH2:60][CH3:61])C.[O-]CC.[Na+].C(O)C. The catalyst is CN(C)C=O. The product is [F:70][C:67]1[CH:66]=[CH:65][C:64]([CH2:63][N:62]2[CH:58]([CH2:59][CH2:60][CH3:61])[CH2:57][C:19]([OH:21])=[C:18]([C:12]3[NH:11][C:10]4[S:9][CH:8]=[C:7]([CH2:6][NH:5][S:2]([CH3:1])(=[O:3])=[O:4])[C:15]=4[S:14](=[O:16])(=[O:17])[N:13]=3)[C:39]2=[O:38])=[CH:69][CH:68]=1. The yield is 0.170. (4) The reactants are C([O:4][C@@H:5]([C:7]1[N:11]=[C:10]([C:12]2[CH:17]=[CH:16][CH:15]=[C:14]([Cl:18])[CH:13]=2)[O:9][N:8]=1)[CH3:6])(=O)C.O.[OH-].[Li+]. The catalyst is C1COCC1.O. The product is [Cl:18][C:14]1[CH:13]=[C:12]([C:10]2[O:9][N:8]=[C:7]([C@H:5]([OH:4])[CH3:6])[N:11]=2)[CH:17]=[CH:16][CH:15]=1. The yield is 0.970. (5) The reactants are [C:1]([O:5][C:6]([NH:8][C:9]([CH2:14][CH3:15])([CH2:12][OH:13])[CH2:10][OH:11])=[O:7])([CH3:4])([CH3:3])[CH3:2].[C:16](OC=C)(=[O:22])[CH2:17][CH2:18][CH2:19][CH2:20][CH3:21]. The catalyst is C(OC(C)C)(C)C. The product is [C:1]([O:5][C:6]([NH:8][C@@:9]([CH2:14][CH3:15])([CH2:10][O:11][C:16](=[O:22])[CH2:17][CH2:18][CH2:19][CH2:20][CH3:21])[CH2:12][OH:13])=[O:7])([CH3:4])([CH3:3])[CH3:2]. The yield is 0.870. (6) The reactants are [C:1]([C:3]1[CH:8]=[CH:7][CH:6]=[CH:5][C:4]=1[C:9]1[CH:14]=[CH:13][C:12]([CH2:15][CH:16]([C:22](=O)[CH2:23][CH2:24][CH3:25])[C:17](OCC)=[O:18])=[CH:11][CH:10]=1)#[N:2].[O:27]1[C:31]2([CH2:36][CH2:35][CH:34]([NH:37][C:38]3[NH:42][C:41]([CH3:43])=[N:40][N:39]=3)[CH2:33][CH2:32]2)[O:30][CH2:29][CH2:28]1.C(N(CC)C1C=CC=CC=1)C. The catalyst is C(OCC)(=O)C. The product is [O:27]1[C:31]2([CH2:32][CH2:33][CH:34]([N:37]3[C:17](=[O:18])[C:16]([CH2:15][C:12]4[CH:13]=[CH:14][C:9]([C:4]5[C:3]([C:1]#[N:2])=[CH:8][CH:7]=[CH:6][CH:5]=5)=[CH:10][CH:11]=4)=[C:22]([CH2:23][CH2:24][CH3:25])[N:39]4[N:40]=[C:41]([CH3:43])[N:42]=[C:38]34)[CH2:35][CH2:36]2)[O:30][CH2:29][CH2:28]1. The yield is 0.360. (7) The reactants are [C:1]([O:5][C:6](=[O:36])[NH:7][C:8]1([C:12]2[CH:17]=[CH:16][C:15]([C:18]3[C:27]([C:28]4[CH:33]=[CH:32][CH:31]=[CH:30][CH:29]=4)=[CH:26][C:25]4[C:24](=[N:34][NH2:35])[NH:23][CH2:22][CH2:21][C:20]=4[N:19]=3)=[CH:14][CH:13]=2)[CH2:11][CH2:10][CH2:9]1)([CH3:4])([CH3:3])[CH3:2].[CH:37](OCC)(OCC)OCC. No catalyst specified. The product is [C:1]([O:5][C:6](=[O:36])[NH:7][C:8]1([C:12]2[CH:13]=[CH:14][C:15]([C:18]3[C:27]([C:28]4[CH:29]=[CH:30][CH:31]=[CH:32][CH:33]=4)=[CH:26][C:25]4[C:24]5=[N:34][N:35]=[CH:37][N:23]5[CH2:22][CH2:21][C:20]=4[N:19]=3)=[CH:16][CH:17]=2)[CH2:11][CH2:10][CH2:9]1)([CH3:4])([CH3:2])[CH3:3]. The yield is 0.220.